Dataset: NCI-60 drug combinations with 297,098 pairs across 59 cell lines. Task: Regression. Given two drug SMILES strings and cell line genomic features, predict the synergy score measuring deviation from expected non-interaction effect. Synergy scores: CSS=19.7, Synergy_ZIP=-2.87, Synergy_Bliss=-0.883, Synergy_Loewe=-0.871, Synergy_HSA=0.440. Drug 1: CC1=C(C(=CC=C1)Cl)NC(=O)C2=CN=C(S2)NC3=CC(=NC(=N3)C)N4CCN(CC4)CCO. Cell line: OVCAR-4. Drug 2: CC1C(C(CC(O1)OC2CC(CC3=C2C(=C4C(=C3O)C(=O)C5=C(C4=O)C(=CC=C5)OC)O)(C(=O)CO)O)N)O.Cl.